This data is from Forward reaction prediction with 1.9M reactions from USPTO patents (1976-2016). The task is: Predict the product of the given reaction. (1) Given the reactants [H-].[Na+].[CH:3]1([N:8]([C:14]2[C:19]([CH:20]=O)=[CH:18][N:17]=[C:16]([S:22][CH3:23])[N:15]=2)[CH2:9][C:10]([O:12][CH3:13])=[O:11])[CH2:7][CH2:6][CH2:5][CH2:4]1.O, predict the reaction product. The product is: [CH:3]1([N:8]2[C:14]3[N:15]=[C:16]([S:22][CH3:23])[N:17]=[CH:18][C:19]=3[CH:20]=[C:9]2[C:10]([O:12][CH3:13])=[O:11])[CH2:7][CH2:6][CH2:5][CH2:4]1. (2) Given the reactants [CH3:1][NH:2][S:3]([C:6]1[CH:11]=[CH:10][CH:9]=[CH:8][CH:7]=1)(=[O:5])=[O:4].[CH3:12]OC(OC)N(C)C, predict the reaction product. The product is: [CH3:1][N:2]([CH3:12])[S:3]([C:6]1[CH:7]=[CH:8][CH:9]=[CH:10][CH:11]=1)(=[O:4])=[O:5]. (3) The product is: [Cl:26][C:19]1[C:16]2[CH:17]=[N:18][C:13]([NH:12][C:10](=[O:11])[C:9]3[CH:24]=[CH:25][C:6]([C@:3]([OH:5])([CH3:4])[CH2:2][OH:1])=[CH:7][CH:8]=3)=[CH:14][C:15]=2[N:21]([CH2:22][CH3:23])[CH:20]=1. Given the reactants [OH:1][CH2:2][C@@:3]([C:6]1[CH:25]=[CH:24][C:9]([C:10]([NH:12][C:13]2[N:18]=[CH:17][C:16]3[CH:19]=[CH:20][N:21]([CH2:22][CH3:23])[C:15]=3[CH:14]=2)=[O:11])=[CH:8][CH:7]=1)([OH:5])[CH3:4].[Cl:26]N1C(=O)CCC1=O.CCOCC, predict the reaction product. (4) The product is: [P:1]([O-:5])([O-:4])([O-:3])=[O:2].[Zr+4:11].[P:6]([O-:10])([O-:9])([O-:8])=[O:7].[P:1]([O-:5])([O-:4])([O-:3])=[O:2].[P:1]([O-:5])([O-:4])([O-:3])=[O:2].[Zr+4:11].[Zr+4:11]. Given the reactants [P:1]([O-:5])([O-:4])([O-:3])=[O:2].[P:6](=[O:10])([OH:9])([OH:8])[OH:7].[Zr:11], predict the reaction product. (5) Given the reactants [OH:1][CH2:2][C:3]1[CH:4]=[CH:5][C:6]2[O:11][CH2:10][C:9](=[O:12])[N:8]([CH2:13][CH2:14][CH2:15][O:16][CH3:17])[C:7]=2[CH:18]=1.[OH-].[K+].[Cl:21][C:22]([Cl:26])([Cl:25])[C:23]#[N:24], predict the reaction product. The product is: [CH3:17][O:16][CH2:15][CH2:14][CH2:13][N:8]1[C:7]2[CH:18]=[C:3]([CH2:2][O:1][C:23](=[NH:24])[C:22]([Cl:26])([Cl:25])[Cl:21])[CH:4]=[CH:5][C:6]=2[O:11][CH2:10][C:9]1=[O:12]. (6) Given the reactants [C:1]([C:5]1[CH:9]=[C:8]([C:10]([O:12][CH2:13][CH3:14])=[O:11])[NH:7][N:6]=1)([CH3:4])([CH3:3])[CH3:2].C(=O)([O-])[O-].[Cs+].[Cs+].Cl[CH2:22][O:23][CH3:24].CCOC(C)=O, predict the reaction product. The product is: [C:1]([C:5]1[CH:9]=[C:8]([C:10]([O:12][CH2:13][CH3:14])=[O:11])[N:7]([CH2:22][O:23][CH3:24])[N:6]=1)([CH3:4])([CH3:2])[CH3:3]. (7) Given the reactants [Br:1][C:2]1[CH:3]=[C:4]([CH2:8][C:9]([OH:11])=[O:10])[CH:5]=[N:6][CH:7]=1.S(Cl)(Cl)=O.N1C=CC=C[CH:17]=1, predict the reaction product. The product is: [Br:1][C:2]1[CH:3]=[C:4]([CH2:8][C:9]([O:11][CH3:17])=[O:10])[CH:5]=[N:6][CH:7]=1. (8) Given the reactants [F:1][C:2]([F:19])([F:18])[C:3]([N:5]1[CH2:9][CH2:8][C@@H:7]([CH2:10][C:11]2[CH:16]=[CH:15][CH:14]=[C:13]([F:17])[CH:12]=2)[CH2:6]1)=[O:4].FC1C=C(C=CC=1)C[C@H]1CCN(C(OC(C)(C)C)=O)C1, predict the reaction product. The product is: [F:18][C:2]([F:1])([F:19])[C:3]([N:5]1[CH2:9][CH2:8][C@H:7]([CH2:10][C:11]2[CH:16]=[CH:15][CH:14]=[C:13]([F:17])[CH:12]=2)[CH2:6]1)=[O:4]. (9) Given the reactants C1(P(C2C=CC=CC=2)C2C=CC=CC=2)C=CC=CC=1.BrN1C(=O)CCC1=O.[Cl:28][C:29]1[CH:30]=[C:31](/[C:41](=[CH:45]\[CH:46]2[CH2:52][CH2:51][CH2:50][CH2:49][CH2:48][CH2:47]2)/[C:42](O)=[O:43])[CH:32]=[CH:33][C:34]=1[N:35]1[C:39]([CH3:40])=[N:38][N:37]=[N:36]1.[NH2:53][C:54]1[S:55][CH:56]=[CH:57][N:58]=1, predict the reaction product. The product is: [Cl:28][C:29]1[CH:30]=[C:31](/[C:41](=[CH:45]\[CH:46]2[CH2:52][CH2:51][CH2:50][CH2:49][CH2:48][CH2:47]2)/[C:42]([NH:53][C:54]2[S:55][CH:56]=[CH:57][N:58]=2)=[O:43])[CH:32]=[CH:33][C:34]=1[N:35]1[C:39]([CH3:40])=[N:38][N:37]=[N:36]1.